From a dataset of NCI-60 drug combinations with 297,098 pairs across 59 cell lines. Regression. Given two drug SMILES strings and cell line genomic features, predict the synergy score measuring deviation from expected non-interaction effect. (1) Synergy scores: CSS=38.8, Synergy_ZIP=0.858, Synergy_Bliss=4.08, Synergy_Loewe=8.15, Synergy_HSA=8.61. Drug 2: CC1=C(C(=CC=C1)Cl)NC(=O)C2=CN=C(S2)NC3=CC(=NC(=N3)C)N4CCN(CC4)CCO. Cell line: HOP-92. Drug 1: CC1=C2C(C(=O)C3(C(CC4C(C3C(C(C2(C)C)(CC1OC(=O)C(C(C5=CC=CC=C5)NC(=O)OC(C)(C)C)O)O)OC(=O)C6=CC=CC=C6)(CO4)OC(=O)C)OC)C)OC. (2) Cell line: MOLT-4. Drug 2: CC1C(C(=O)NC(C(=O)N2CCCC2C(=O)N(CC(=O)N(C(C(=O)O1)C(C)C)C)C)C(C)C)NC(=O)C3=C4C(=C(C=C3)C)OC5=C(C(=O)C(=C(C5=N4)C(=O)NC6C(OC(=O)C(N(C(=O)CN(C(=O)C7CCCN7C(=O)C(NC6=O)C(C)C)C)C)C(C)C)C)N)C. Drug 1: CN(C)C1=NC(=NC(=N1)N(C)C)N(C)C. Synergy scores: CSS=23.9, Synergy_ZIP=32.6, Synergy_Bliss=32.9, Synergy_Loewe=23.1, Synergy_HSA=28.4.